From a dataset of Forward reaction prediction with 1.9M reactions from USPTO patents (1976-2016). Predict the product of the given reaction. (1) Given the reactants [CH2:1]([C:5]1[O:6][C:7]2[CH:15]=[CH:14][CH:13]=[CH:12][C:8]=2[C:9]=1[CH:10]=O)[CH2:2][CH2:3][CH3:4].Cl.[NH2:17][C:18]1[CH:23]=[CH:22][C:21]([OH:24])=[CH:20][CH:19]=1.C([BH3-])#N.[Na+], predict the reaction product. The product is: [CH2:1]([C:5]1[O:6][C:7]2[CH:15]=[CH:14][CH:13]=[CH:12][C:8]=2[C:9]=1[CH2:10][NH:17][C:18]1[CH:23]=[CH:22][C:21]([OH:24])=[CH:20][CH:19]=1)[CH2:2][CH2:3][CH3:4]. (2) Given the reactants [Br:1][C:2]1[S:18][C:5]2[N:6]([CH2:16][CH3:17])[CH:7]=[C:8]([C:11]([O:13]CC)=O)[C:9](=[O:10])[C:4]=2[CH:3]=1.[Cl:19][C:20]1[CH:27]=[CH:26][C:23]([CH2:24][NH2:25])=[CH:22][CH:21]=1, predict the reaction product. The product is: [Br:1][C:2]1[S:18][C:5]2[N:6]([CH2:16][CH3:17])[CH:7]=[C:8]([C:11]([NH:25][CH2:24][C:23]3[CH:26]=[CH:27][C:20]([Cl:19])=[CH:21][CH:22]=3)=[O:13])[C:9](=[O:10])[C:4]=2[CH:3]=1. (3) Given the reactants O.NN.[CH3:4][O:5][C:6]1[CH:7]=[C:8]2[C:13](=[C:14]([O:16][CH3:17])[CH:15]=1)[C:12](=[O:18])[NH:11][C:10]([C:19]1[CH:38]=[C:37]([CH3:39])[C:22]([O:23][CH2:24][CH2:25][N:26]3C(=O)C4C(=CC=CC=4)C3=O)=[C:21]([CH3:40])[CH:20]=1)=[CH:9]2, predict the reaction product. The product is: [NH2:26][CH2:25][CH2:24][O:23][C:22]1[C:21]([CH3:40])=[CH:20][C:19]([C:10]2[NH:11][C:12](=[O:18])[C:13]3[C:8]([CH:9]=2)=[CH:7][C:6]([O:5][CH3:4])=[CH:15][C:14]=3[O:16][CH3:17])=[CH:38][C:37]=1[CH3:39]. (4) Given the reactants [OH:1][C:2]1[CH:7]=[C:6]([O:8][C:9]2[CH:14]=[CH:13][C:12]([C:15]([F:18])([F:17])[F:16])=[CH:11][N:10]=2)[CH:5]=[CH:4][C:3]=1[CH2:19][CH2:20][C:21]([O:23][CH2:24][CH3:25])=[O:22].I[CH2:27][CH:28]([CH3:30])[CH3:29].C(=O)([O-])[O-].[K+].[K+].O, predict the reaction product. The product is: [CH2:27]([O:1][C:2]1[CH:7]=[C:6]([O:8][C:9]2[CH:14]=[CH:13][C:12]([C:15]([F:18])([F:16])[F:17])=[CH:11][N:10]=2)[CH:5]=[CH:4][C:3]=1[CH2:19][CH2:20][C:21]([O:23][CH2:24][CH3:25])=[O:22])[CH:28]([CH3:30])[CH3:29]. (5) Given the reactants [Cl:1][C:2]1[C:11]2[CH2:10][N:9]([C@H:12]([CH:16]([CH3:18])[CH3:17])[C:13](O)=[O:14])[C:8](=[O:19])[C:7]3=[CH:20][NH:21][C:5]([C:6]=23)=[N:4][CH:3]=1.[NH:22]1[CH2:25][CH:24]([C:26]#[N:27])[CH2:23]1.CN1CCOCC1.CN(C(ON1N=NC2C=CC=NC1=2)=[N+](C)C)C.F[P-](F)(F)(F)(F)F, predict the reaction product. The product is: [Cl:1][C:2]1[C:11]2[CH2:10][N:9]([C@H:12]([CH:16]([CH3:18])[CH3:17])[C:13]([N:22]3[CH2:25][CH:24]([C:26]#[N:27])[CH2:23]3)=[O:14])[C:8](=[O:19])[C:7]3=[CH:20][NH:21][C:5]([C:6]=23)=[N:4][CH:3]=1. (6) Given the reactants [CH:1]1([C:4]2[N:5]=[C:6]3[CH:11]=[CH:10][C:9]([N+:12]([O-])=O)=[CH:8][N:7]3[C:15]=2[CH3:16])[CH2:3][CH2:2]1.[F:17][C:18]([F:35])([F:34])[C:19]1[CH:24]=[CH:23][C:22]([C:25]2[CH:30]=[CH:29][C:28]([C:31](O)=[O:32])=[CH:27][CH:26]=2)=[CH:21][CH:20]=1.[ClH:36].C(OCC)(=O)C, predict the reaction product. The product is: [ClH:36].[CH:1]1([C:4]2[N:5]=[C:6]3[CH:11]=[CH:10][C:9]([NH:12][C:31]([C:28]4[CH:27]=[CH:26][C:25]([C:22]5[CH:23]=[CH:24][C:19]([C:18]([F:17])([F:34])[F:35])=[CH:20][CH:21]=5)=[CH:30][CH:29]=4)=[O:32])=[CH:8][N:7]3[C:15]=2[CH3:16])[CH2:3][CH2:2]1. (7) Given the reactants [C:1]1([C:7]([C:13]2[CH:18]=[CH:17][CH:16]=[CH:15][CH:14]=2)([OH:12])[CH2:8][CH2:9][CH2:10][OH:11])[CH:6]=[CH:5][CH:4]=[CH:3][CH:2]=1.C(N(CC)C(C)C)(C)C.[C:28](Cl)([C:45]1[CH:50]=[CH:49][CH:48]=[CH:47][CH:46]=1)([C:37]1[CH:44]=[CH:43][C:40]([O:41][CH3:42])=[CH:39][CH:38]=1)[C:29]1[CH:36]=[CH:35][C:32]([O:33][CH3:34])=[CH:31][CH:30]=1, predict the reaction product. The product is: [CH3:42][O:41][C:40]1[CH:39]=[CH:38][C:37]([C:28]([C:29]2[CH:30]=[CH:31][C:32]([O:33][CH3:34])=[CH:35][CH:36]=2)([C:45]2[CH:50]=[CH:49][CH:48]=[CH:47][CH:46]=2)[O:11][CH2:10][CH2:9][CH2:8][C:7]([C:13]2[CH:18]=[CH:17][CH:16]=[CH:15][CH:14]=2)([C:1]2[CH:2]=[CH:3][CH:4]=[CH:5][CH:6]=2)[OH:12])=[CH:44][CH:43]=1.